This data is from Reaction yield outcomes from USPTO patents with 853,638 reactions. The task is: Predict the reaction yield, written as a fraction of the theoretical maximum amount of product (1.0 means a 100% yield; for example, 0.34 means a 34% yield). (1) The reactants are [O:1]=[S:2]1(=[O:15])[CH:6]([CH2:7][CH2:8][CH3:9])[C:5]2[C:10]([Cl:14])=[CH:11][CH:12]=[CH:13][C:4]=2[NH:3]1.[N+:16]([O-])([O-:18])=[O:17].[NH4+].FC(F)(F)C(OC(=O)C(F)(F)F)=O. The catalyst is C(Cl)(Cl)Cl. The product is [O:15]=[S:2]1(=[O:1])[CH:6]([CH2:7][CH2:8][CH3:9])[C:5]2[C:10]([Cl:14])=[CH:11][CH:12]=[C:13]([N+:16]([O-:18])=[O:17])[C:4]=2[NH:3]1. The yield is 0.200. (2) The reactants are C([O:11][C@@H:12]([C:16]1[CH:21]=[CH:20][CH:19]=[C:18]([O:22][CH2:23][CH:24]2[CH2:29][CH2:28][CH2:27][CH2:26][CH2:25]2)[CH:17]=1)[CH2:13][CH2:14][NH2:15])(=O)C(C1C=CC=CC=1)O.[Cl-:30].[Na+].Cl.CC(O)C. The catalyst is C(OC(C)C)(=O)C.[OH-].[Na+]. The product is [ClH:30].[NH2:15][CH2:14][CH2:13][C@H:12]([C:16]1[CH:21]=[CH:20][CH:19]=[C:18]([O:22][CH2:23][CH:24]2[CH2:29][CH2:28][CH2:27][CH2:26][CH2:25]2)[CH:17]=1)[OH:11]. The yield is 0.894. (3) The reactants are [CH2:1]([O:3][C:4]([C:6]1[C:15](=[O:16])[C:14]2[C:13](=[O:17])[CH2:12][CH2:11][CH2:10][C:9]=2[NH:8][CH:7]=1)=[O:5])[CH3:2].II. The catalyst is C(O)C. The product is [CH2:1]([O:3][C:4]([C:6]1[C:15](=[O:16])[C:14]2[C:9](=[CH:10][CH:11]=[CH:12][C:13]=2[OH:17])[NH:8][CH:7]=1)=[O:5])[CH3:2]. The yield is 0.430. (4) The reactants are [N:1]1[C:10]2[C:5](=[CH:6][CH:7]=[CH:8][CH:9]=2)[CH:4]=[CH:3][C:2]=1[C:11]1[CH:12]=[CH:13][C:14]([NH2:17])=[N:15][CH:16]=1.[CH3:18][C:19]([O:22][C:23](O[C:23]([O:22][C:19]([CH3:21])([CH3:20])[CH3:18])=[O:24])=[O:24])([CH3:21])[CH3:20].CCN(C(C)C)C(C)C. The catalyst is C(Cl)Cl.CN(C1C=CN=CC=1)C. The product is [N:1]1[C:10]2[C:5](=[CH:6][CH:7]=[CH:8][CH:9]=2)[CH:4]=[CH:3][C:2]=1[C:11]1[CH:12]=[CH:13][C:14]([NH:17][C:23](=[O:24])[O:22][C:19]([CH3:21])([CH3:20])[CH3:18])=[N:15][CH:16]=1. The yield is 0.350. (5) The reactants are Br[C:2]1[CH:7]=[CH:6][CH:5]=[CH:4][N:3]=1.[CH2:8]([C:12]1[S:13][C:14]2[CH:20]=[CH:19][CH:18]=[CH:17][C:15]=2[N:16]=1)[CH2:9][C:10]#[CH:11]. No catalyst specified. The product is [N:3]1[CH:4]=[CH:5][CH:6]=[CH:7][C:2]=1[C:11]#[C:10][CH2:9][CH2:8][C:12]1[S:13][C:14]2[CH:20]=[CH:19][CH:18]=[CH:17][C:15]=2[N:16]=1. The yield is 0.450. (6) The catalyst is C(O)C. The product is [Cl:12][C:13]1[C:22]2[C:17](=[CH:18][CH:19]=[C:20]([O:23][CH3:24])[CH:21]=2)[C:16]([C:25]2[CH:30]=[CH:29][C:28]([CH2:31][N:9]([CH2:10][CH3:11])[CH2:7][CH3:8])=[CH:27][CH:26]=2)=[N:15][N:14]=1. The yield is 0.800. The reactants are C(=O)([O-])[O-].[K+].[K+].[CH2:7]([NH:9][CH2:10][CH3:11])[CH3:8].[Cl:12][C:13]1[C:22]2[C:17](=[CH:18][CH:19]=[C:20]([O:23][CH3:24])[CH:21]=2)[C:16]([C:25]2[CH:30]=[CH:29][C:28]([CH2:31]Cl)=[CH:27][CH:26]=2)=[N:15][N:14]=1. (7) The reactants are Br[CH2:2][C:3]#[CH:4].[CH3:5][C:6]1[CH:7]=[C:8]([OH:16])[CH:9]=[C:10]([CH3:15])[C:11]=1[N+:12]([O-:14])=[O:13].C(=O)([O-])[O-].[K+].[K+].CCCCCC.C(OCC)(=O)C. The catalyst is CN(C=O)C. The product is [CH2:2]([O:16][C:8]1[CH:9]=[C:10]([CH3:15])[C:11]([N+:12]([O-:14])=[O:13])=[C:6]([CH3:5])[CH:7]=1)[C:3]#[CH:4]. The yield is 0.810.